The task is: Predict the reaction yield, written as a fraction of the theoretical maximum amount of product (1.0 means a 100% yield; for example, 0.34 means a 34% yield).. This data is from Reaction yield outcomes from USPTO patents with 853,638 reactions. (1) The reactants are [Cl:1][C:2]1[C:11]2[C:6](=[CH:7][CH:8]=[CH:9][CH:10]=2)[CH:5]=[CH:4][C:3]=1[S:12]([CH2:15][CH2:16][NH:17][CH2:18][C:19]1O[CH:21]=[CH:22][CH:23]=1)(=[O:14])=[O:13].ClC1C2C(=CC=CC=2)C=CC=1SC[CH2:37][NH:38]CC1C=CC=CN=1. No catalyst specified. The product is [Cl:1][C:2]1[C:11]2[C:6](=[CH:7][CH:8]=[CH:9][CH:10]=2)[CH:5]=[CH:4][C:3]=1[S:12]([CH2:15][CH2:16][NH:17][CH2:18][C:19]1[CH:23]=[CH:22][CH:21]=[CH:37][N:38]=1)(=[O:14])=[O:13]. The yield is 0.780. (2) The reactants are [Se](=O)=[O:2].[F:4][C:5]1[CH:6]=[C:7]2[C:12](=[CH:13][CH:14]=1)[N:11]=[C:10]([CH3:15])[CH:9]=[CH:8]2. The catalyst is O1CCOCC1. The product is [F:4][C:5]1[CH:6]=[C:7]2[C:12](=[CH:13][CH:14]=1)[N:11]=[C:10]([CH:15]=[O:2])[CH:9]=[CH:8]2. The yield is 0.990. (3) The reactants are [Cl:1][C:2]1[N:3]=[CH:4][C:5]2[CH2:6][CH2:7][CH2:8][C:9](=NO)[C:10]=2[CH:11]=1.CC(C)=[O:16].Cl. The catalyst is C([O-])([O-])=O.[Na+].[Na+]. The product is [Cl:1][C:2]1[N:3]=[CH:4][C:5]2[CH2:6][CH2:7][CH2:8][C:9](=[O:16])[C:10]=2[CH:11]=1. The yield is 0.830. (4) The reactants are [F:1][C:2]1[C:3]([O:12][CH3:13])=[C:4]([CH:6]=[C:7]([F:11])[C:8]=1[O:9][CH3:10])[NH2:5].[C:14](Cl)(Cl)=[O:15]. The catalyst is CCOC(C)=O. The product is [F:11][C:7]1[CH:6]=[C:4]([N:5]=[C:14]=[O:15])[C:3]([O:12][CH3:13])=[C:2]([F:1])[C:8]=1[O:9][CH3:10]. The yield is 0.960. (5) The reactants are F[C:2]1[CH:3]=[C:4]([C:11]2[CH:16]=[CH:15][C:14]([C:17]([F:20])([F:19])[F:18])=[CH:13][CH:12]=2)[CH:5]=[CH:6][C:7]=1[N+:8]([O-:10])=[O:9].Cl.[CH2:22]([O:24][C:25](=[O:29])[CH2:26][NH:27][CH3:28])[CH3:23].C(N(CC)CC)C. The catalyst is CN(C=O)C.C(OCC)(=O)C. The product is [CH3:28][N:27]([C:2]1[CH:3]=[C:4]([C:11]2[CH:16]=[CH:15][C:14]([C:17]([F:20])([F:19])[F:18])=[CH:13][CH:12]=2)[CH:5]=[CH:6][C:7]=1[N+:8]([O-:10])=[O:9])[CH2:26][C:25]([O:24][CH2:22][CH3:23])=[O:29]. The yield is 0.650. (6) The product is [CH2:7]([O:14][C:15]([NH:17][C@@H:18]([CH2:19][C:20]1[CH:21]=[CH:22][CH:23]=[CH:24][CH:25]=1)[C@H:26]([OH:28])[CH2:2][Cl:1])=[O:16])[C:8]1[CH:9]=[CH:10][CH:11]=[CH:12][CH:13]=1. The reactants are [Cl:1][CH2:2]C(CCl)=O.[CH2:7]([O:14][C:15]([NH:17][C@H:18]([C:26]([OH:28])=O)[CH2:19][C:20]1[CH:25]=[CH:24][CH:23]=[CH:22][CH:21]=1)=[O:16])[C:8]1[CH:13]=[CH:12][CH:11]=[CH:10][CH:9]=1.[BH4-].[Na+]. The yield is 0.430. The catalyst is CO.O1CCCC1.